Dataset: Forward reaction prediction with 1.9M reactions from USPTO patents (1976-2016). Task: Predict the product of the given reaction. (1) Given the reactants [Cl:1][C:2]1[CH:3]=[CH:4][C:5](F)=[C:6]([C:8]([F:11])([F:10])[F:9])[CH:7]=1.CN(C)CCN(C)C.C([Li])CCC.CN(C)[CH:28]=[O:29].C1C[O:34]CC1, predict the reaction product. The product is: [Cl:1][C:2]1[CH:7]=[C:6]([C:8]([F:11])([F:10])[F:9])[C:5]([OH:34])=[C:4]([CH:3]=1)[CH:28]=[O:29]. (2) Given the reactants [CH3:1][C:2]1[CH:3]=[N:4][N:5]([CH2:7][C:8]2[CH:24]=[CH:23][C:11]([C:12]([C:14]3[CH:15]=[N:16][CH:17]=[C:18]([CH:22]=3)[C:19](O)=[O:20])=[O:13])=[CH:10][CH:9]=2)[CH:6]=1.Cl.Cl.[NH2:27][CH2:28][C:29]1[CH:30]=[C:31]2[C:36](=[CH:37][CH:38]=1)[C:35]([NH2:39])=[N:34][CH:33]=[CH:32]2.CN(C(ON1N=NC2C=CC=NC1=2)=[N+](C)C)C.F[P-](F)(F)(F)(F)F.C(N(CC)C(C)C)(C)C, predict the reaction product. The product is: [NH2:39][C:35]1[C:36]2[C:31](=[CH:30][C:29]([CH2:28][NH:27][C:19](=[O:20])[C:18]3[CH:22]=[C:14]([C:12](=[O:13])[C:11]4[CH:10]=[CH:9][C:8]([CH2:7][N:5]5[CH:6]=[C:2]([CH3:1])[CH:3]=[N:4]5)=[CH:24][CH:23]=4)[CH:15]=[N:16][CH:17]=3)=[CH:38][CH:37]=2)[CH:32]=[CH:33][N:34]=1. (3) Given the reactants [CH3:1][C:2]([CH3:49])([CH3:48])[C@H:3]([NH:43][C:44](=[O:47])[O:45][CH3:46])[C:4](=[O:42])[N:5]1[CH2:9][CH2:8][CH2:7][C@H:6]1[C:10](=[O:41])[NH:11][C:12]1[CH:17]=[CH:16][C:15]([CH2:18][N:19]([C:35]2[CH:40]=[CH:39][CH:38]=[CH:37][CH:36]=2)[CH2:20][C:21]2[CH:26]=[CH:25][C:24]([NH:27][C:28]([C@@H:30]3[CH2:34][CH2:33][CH2:32][NH:31]3)=[O:29])=[CH:23][CH:22]=2)=[CH:14][CH:13]=1.[CH3:50][O:51][C:52]([NH:54][C@@H:55]([C@H:59]1[CH2:63][CH2:62][O:61][CH2:60]1)[C:56](O)=[O:57])=[O:53], predict the reaction product. The product is: [CH3:46][O:45][C:44]([NH:43][C@H:3]([C:4]([N:5]1[CH2:9][CH2:8][CH2:7][C@H:6]1[C:10]([NH:11][C:12]1[CH:13]=[CH:14][C:15]([CH2:18][N:19]([CH2:20][C:21]2[CH:26]=[CH:25][C:24]([NH:27][C:28](=[O:29])[C@@H:30]3[CH2:34][CH2:33][CH2:32][N:31]3[C:56](=[O:57])[C@@H:55]([NH:54][C:52]([O:51][CH3:50])=[O:53])[C@H:59]3[CH2:63][CH2:62][O:61][CH2:60]3)=[CH:23][CH:22]=2)[C:35]2[CH:36]=[CH:37][CH:38]=[CH:39][CH:40]=2)=[CH:16][CH:17]=1)=[O:41])=[O:42])[C:2]([CH3:49])([CH3:48])[CH3:1])=[O:47]. (4) Given the reactants [CH3:1][C:2]1[C:6]([C:7]2[CH:8]=[C:9](B3OC(C)(C)C(C)(C)O3)[C:10]3[NH:14][C:13](=[O:15])[NH:12][C:11]=3[CH:16]=2)=[C:5]([CH3:26])[O:4][N:3]=1.Br[C:28]1[CH:29]=[C:30]([NH2:37])[CH:31]=[N:32][C:33]=1[CH:34]1[CH2:36][CH2:35]1.COCCOC.C([O-])([O-])=O.[Cs+].[Cs+], predict the reaction product. The product is: [NH2:37][C:30]1[CH:29]=[C:28]([C:9]2[C:10]3[NH:14][C:13](=[O:15])[NH:12][C:11]=3[CH:16]=[C:7]([C:6]3[C:2]([CH3:1])=[N:3][O:4][C:5]=3[CH3:26])[CH:8]=2)[C:33]([CH:34]2[CH2:36][CH2:35]2)=[N:32][CH:31]=1. (5) Given the reactants [C:1]([OH:10])(=[O:9])[C:2]1[C:3](=[CH:5][CH:6]=[CH:7][CH:8]=1)[NH2:4].[CH3:11][O:12][C:13]1[CH:14]=[C:15]([CH:19]=[CH:20][CH:21]=1)[C:16](Cl)=O, predict the reaction product. The product is: [CH3:11][O:12][C:13]1[CH:14]=[C:15]([C:16]2[O:9][C:1](=[O:10])[C:2]3[CH:8]=[CH:7][CH:6]=[CH:5][C:3]=3[N:4]=2)[CH:19]=[CH:20][CH:21]=1.